This data is from Forward reaction prediction with 1.9M reactions from USPTO patents (1976-2016). The task is: Predict the product of the given reaction. (1) Given the reactants [C:1]([C:4]1[CH:27]=[CH:26][C:7]([O:8][CH2:9][C:10]2[CH:15]=[CH:14][C:13]([CH:16]([F:25])[C:17]3[CH:18]=[C:19]([CH:22]=[CH:23][CH:24]=3)[C:20]#[N:21])=[CH:12][CH:11]=2)=[C:6]([CH2:28][CH2:29][CH3:30])[C:5]=1[OH:31])(=[O:3])[CH3:2].[N-:32]=[N+:33]=[N-:34].[Na+].CN1CCCC1=O.Cl, predict the reaction product. The product is: [F:25][CH:16]([C:17]1[CH:24]=[CH:23][CH:22]=[C:19]([C:20]2[NH:34][N:33]=[N:32][N:21]=2)[CH:18]=1)[C:13]1[CH:12]=[CH:11][C:10]([CH2:9][O:8][C:7]2[CH:26]=[CH:27][C:4]([C:1](=[O:3])[CH3:2])=[C:5]([OH:31])[C:6]=2[CH2:28][CH2:29][CH3:30])=[CH:15][CH:14]=1. (2) Given the reactants Cl[C:2]1[N:7]=[CH:6][C:5]([C:8]([OH:10])=[O:9])=[CH:4][C:3]=1[C:11]1[CH:16]=[CH:15][C:14]([Cl:17])=[CH:13][CH:12]=1.[O:18]1[CH2:22][CH2:21][C@@H:20]([OH:23])[CH2:19]1, predict the reaction product. The product is: [Cl:17][C:14]1[CH:15]=[CH:16][C:11]([C:3]2[C:2]([O:23][C@@H:20]3[CH2:21][CH2:22][O:18][CH2:19]3)=[N:7][CH:6]=[C:5]([CH:4]=2)[C:8]([OH:10])=[O:9])=[CH:12][CH:13]=1.